This data is from Full USPTO retrosynthesis dataset with 1.9M reactions from patents (1976-2016). The task is: Predict the reactants needed to synthesize the given product. (1) Given the product [O:9]1[C:10]2[CH:20]=[C:19]3[C:14](=[CH:13][C:11]=2[N:12]=[C:8]1[C:4]1[CH:3]=[C:2]([N:1]2[C:30](=[O:31])[C:24]4[C:23](=[CH:22][CH:21]=[C:26]([C:27]([OH:29])=[O:28])[CH:25]=4)[C:33]2=[O:32])[CH:7]=[CH:6][CH:5]=1)[CH:15]=[CH:16][CH:17]=[CH:18]3, predict the reactants needed to synthesize it. The reactants are: [NH2:1][C:2]1[CH:3]=[C:4]([C:8]2[O:9][C:10]3[CH:20]=[C:19]4[C:14]([CH:15]=[CH:16][CH:17]=[CH:18]4)=[CH:13][C:11]=3[N:12]=2)[CH:5]=[CH:6][CH:7]=1.[CH:21]1[C:26]([C:27]([OH:29])=[O:28])=[CH:25][C:24]2[C:30]([O:32][C:33](=O)[C:23]=2[CH:22]=1)=[O:31]. (2) Given the product [NH:39]1[C:40]2[C:36](=[C:35]([C:9]3[CH:17]=[C:16]4[C:12]([CH:13]=[N:14][NH:15]4)=[C:11]([NH:18][C:19]([C:21]4[N:22]=[C:23]([CH3:26])[S:24][CH:25]=4)=[O:20])[CH:10]=3)[CH:43]=[CH:42][CH:41]=2)[CH:37]=[CH:38]1, predict the reactants needed to synthesize it. The reactants are: C(=O)([O-])[O-].[Na+].[Na+].O.Br[C:9]1[CH:17]=[C:16]2[C:12]([CH:13]=[N:14][NH:15]2)=[C:11]([NH:18][C:19]([C:21]2[N:22]=[C:23]([CH3:26])[S:24][CH:25]=2)=[O:20])[CH:10]=1.CC1(C)C(C)(C)OB([C:35]2[CH:43]=[CH:42][CH:41]=[C:40]3[C:36]=2[CH:37]=[CH:38][NH:39]3)O1. (3) Given the product [F:55][C:54]1[C:48]2[O:47][C:46]([CH2:45][N:1]3[C:9]4[C:4](=[CH:5][CH:6]=[CH:7][CH:8]=4)[C:3]4([CH2:13][O:12][C:11]5[CH:14]=[C:15]6[C:19](=[CH:20][C:10]4=5)[CH2:18][CH2:17][O:16]6)[C:2]3=[O:21])=[CH:50][C:49]=2[CH:51]=[CH:52][CH:53]=1, predict the reactants needed to synthesize it. The reactants are: [NH:1]1[C:9]2[C:4](=[CH:5][CH:6]=[CH:7][CH:8]=2)[C:3]2([CH2:13][O:12][C:11]3[CH:14]=[C:15]4[C:19](=[CH:20][C:10]2=3)[CH2:18][CH2:17][O:16]4)[C:2]1=[O:21].CC1C2C=C3C4(C5C(=CC=CC=5)NC4=O)COC3=CC=2ON=1.Br[CH2:45][C:46]1[O:47][C:48]2[C:54]([F:55])=[CH:53][CH:52]=[CH:51][C:49]=2[CH:50]=1.BrCC1OC(C(F)(F)F)=CC=1. (4) Given the product [CH:1]([O:4][C:5]1[C:14]2[C:9](=[CH:10][C:11]([C:15]([N:30]3[CH2:31][CH2:32][CH:27]([O:26][CH3:25])[CH2:28][CH2:29]3)=[O:17])=[CH:12][CH:13]=2)[CH:8]=[C:7]([NH:18][C:19]2[CH:23]=[C:22]([CH3:24])[NH:21][N:20]=2)[N:6]=1)([CH3:3])[CH3:2], predict the reactants needed to synthesize it. The reactants are: [CH:1]([O:4][C:5]1[C:14]2[C:9](=[CH:10][C:11]([C:15]([OH:17])=O)=[CH:12][CH:13]=2)[CH:8]=[C:7]([NH:18][C:19]2[CH:23]=[C:22]([CH3:24])[NH:21][N:20]=2)[N:6]=1)([CH3:3])[CH3:2].[CH3:25][O:26][CH:27]1[CH2:32][CH2:31][NH:30][CH2:29][CH2:28]1. (5) The reactants are: [CH2:1]([O:8][CH2:9][C:10]1[CH2:11][N:12]([NH:17][C:18](=[O:20])[CH3:19])[C:13](=[O:16])[NH:14][N:15]=1)[C:2]1[CH:7]=[CH:6][CH:5]=[CH:4][CH:3]=1.[C:21](O[C:21]([O:23][C:24]([CH3:27])([CH3:26])[CH3:25])=[O:22])([O:23][C:24]([CH3:27])([CH3:26])[CH3:25])=[O:22]. Given the product [C:18]([N:17]([C:21]([O:23][C:24]([CH3:27])([CH3:26])[CH3:25])=[O:22])[N:12]1[CH2:11][C:10]([CH2:9][O:8][CH2:1][C:2]2[CH:7]=[CH:6][CH:5]=[CH:4][CH:3]=2)=[N:15][N:14]([C:21]([O:23][C:24]([CH3:27])([CH3:26])[CH3:25])=[O:22])[C:13]1=[O:16])(=[O:20])[CH3:19], predict the reactants needed to synthesize it. (6) The reactants are: [Br:1][C:2]1[CH:7]=[CH:6][N:5]2[CH:8]=[C:9]([CH2:11]Cl)[N:10]=[C:4]2[CH:3]=1.[NH3:13]. Given the product [Br:1][C:2]1[CH:7]=[CH:6][N:5]2[CH:8]=[C:9]([CH2:11][NH2:13])[N:10]=[C:4]2[CH:3]=1, predict the reactants needed to synthesize it. (7) Given the product [Br:18][C:19]1[CH:24]=[C:23]([N+:25]([O-:27])=[O:26])[CH:22]=[C:21]([Br:28])[C:20]=1[O:17][C:12]1[CH:13]=[C:14]2[C:9](=[CH:10][CH:11]=1)[N:8]=[C:7]([CH3:6])[CH:16]=[CH:15]2, predict the reactants needed to synthesize it. The reactants are: CN(C)C=O.[CH3:6][C:7]1[CH:16]=[CH:15][C:14]2[C:9](=[CH:10][CH:11]=[C:12]([OH:17])[CH:13]=2)[N:8]=1.[Br:18][C:19]1[CH:24]=[C:23]([N+:25]([O-:27])=[O:26])[CH:22]=[C:21]([Br:28])[C:20]=1I.C(=O)([O-])[O-].[K+].[K+]. (8) Given the product [CH:16]1([C:4]2[N:3]=[C:2]([NH:19][CH2:20][C@@H:21]([C:23]3[CH:28]=[CH:27][CH:26]=[CH:25][CH:24]=3)[OH:22])[CH:7]=[C:6]([C:8]3[CH:13]=[CH:12][C:11]([Cl:14])=[C:10]([Cl:15])[CH:9]=3)[N:5]=2)[CH2:18][CH2:17]1, predict the reactants needed to synthesize it. The reactants are: Cl[C:2]1[CH:7]=[C:6]([C:8]2[CH:13]=[CH:12][C:11]([Cl:14])=[C:10]([Cl:15])[CH:9]=2)[N:5]=[C:4]([CH:16]2[CH2:18][CH2:17]2)[N:3]=1.[NH2:19][CH2:20][C@@H:21]([C:23]1[CH:28]=[CH:27][CH:26]=[CH:25][CH:24]=1)[OH:22].C([O-])(O)=O.[Na+].O1CCOCC1. (9) Given the product [NH2:1][C:2]1[CH:3]=[C:4]2[C:9](=[CH:10][CH:11]=1)[N:8]=[C:7]([C:12]1[CH:17]=[CH:16][C:15]3[O:18][CH2:23][CH2:19][O:20][C:14]=3[CH:13]=1)[N:6]=[CH:5]2, predict the reactants needed to synthesize it. The reactants are: [NH2:1][C:2]1[CH:3]=[C:4]2[C:9](=[CH:10][CH:11]=1)[N:8]=[C:7]([C:12]1[CH:17]=[CH:16][C:15]3[O:18][CH2:19][O:20][C:14]=3[CH:13]=1)[N:6]=[CH:5]2.[K+].[Br-].[CH:23](Cl)(Cl)Cl.CO. (10) Given the product [OH:3][CH:2]([CH3:4])[CH2:1][O:5][CH:6]([C:8]1[CH:9]=[CH:10][C:11]([N:14]2[CH:18]=[CH:17][C:16]([CH:19]([C:21]3[CH:38]=[CH:37][C:24]4[N:25]([CH2:29][O:30][CH2:31][CH2:32][Si:33]([CH3:34])([CH3:36])[CH3:35])[C:26](=[O:28])[S:27][C:23]=4[CH:22]=3)[CH3:20])=[N:15]2)=[N:12][CH:13]=1)[CH3:7], predict the reactants needed to synthesize it. The reactants are: [CH2:1]([O:5][CH:6]([C:8]1[CH:9]=[CH:10][C:11]([N:14]2[CH:18]=[CH:17][C:16]([CH:19]([C:21]3[CH:38]=[CH:37][C:24]4[N:25]([CH2:29][O:30][CH2:31][CH2:32][Si:33]([CH3:36])([CH3:35])[CH3:34])[C:26](=[O:28])[S:27][C:23]=4[CH:22]=3)[CH3:20])=[N:15]2)=[N:12][CH:13]=1)[CH3:7])[C:2]([CH3:4])=[O:3].FC1C=CC(C2CCC(COC3CCCCO3)O2)=CN=1.[BH4-].[Li+].